This data is from Full USPTO retrosynthesis dataset with 1.9M reactions from patents (1976-2016). The task is: Predict the reactants needed to synthesize the given product. (1) Given the product [F:24][C:2]([F:1])([F:23])[CH:3]([C:5]1[C:15]2[O:14][CH2:13][CH2:12][N:11]([C:16]([O:18][C:19]([CH3:21])([CH3:20])[CH3:22])=[O:17])[CH2:10][C:9]=2[CH:8]=[CH:7][CH:6]=1)[CH3:4], predict the reactants needed to synthesize it. The reactants are: [F:1][C:2]([F:24])([F:23])[C:3]([C:5]1[C:15]2[O:14][CH2:13][CH2:12][N:11]([C:16]([O:18][C:19]([CH3:22])([CH3:21])[CH3:20])=[O:17])[CH2:10][C:9]=2[CH:8]=[CH:7][CH:6]=1)=[CH2:4]. (2) Given the product [OH:9][CH2:8][C@H:7]1[CH2:6][NH:5][C:3](=[O:4])[CH2:2][O:10]1, predict the reactants needed to synthesize it. The reactants are: Cl[CH2:2][C:3]([NH:5][CH2:6][C@@H:7]([OH:10])[CH2:8][OH:9])=[O:4].CC(C)([O-])C.[K+].CO.O. (3) Given the product [CH3:37][N:34]1[CH2:33][CH2:32][C:31]2([C:25]3[C:26](=[CH:27][CH:28]=[C:23]([NH:22][C:19]([C:15]4[S:16][CH:17]=[CH:18][C:14]=4[NH:13][CH2:12][C:5]4[C:6]5[C:11](=[CH:10][CH:9]=[CH:8][CH:7]=5)[N:2]=[CH:3][CH:4]=4)=[O:21])[CH:24]=3)[NH:29][C:30]2=[O:38])[CH2:36][CH2:35]1, predict the reactants needed to synthesize it. The reactants are: Cl.[N:2]1[C:11]2[C:6](=[CH:7][CH:8]=[CH:9][CH:10]=2)[C:5]([CH2:12][NH:13][C:14]2[CH:18]=[CH:17][S:16][C:15]=2[C:19]([OH:21])=O)=[CH:4][CH:3]=1.[NH2:22][C:23]1[CH:24]=[C:25]2[C:31]3([CH2:36][CH2:35][N:34]([CH3:37])[CH2:33][CH2:32]3)[C:30](=[O:38])[NH:29][C:26]2=[CH:27][CH:28]=1.C(Cl)CCl.C1C=NC2N(O)N=NC=2C=1.CCN(C(C)C)C(C)C. (4) Given the product [N:20]1[CH:21]=[CH:22][CH:23]=[C:18]([C:6]2[CH:5]=[C:4]([C:9]([F:12])([F:11])[F:10])[CH:3]=[C:2]([NH2:1])[CH:7]=2)[CH:19]=1, predict the reactants needed to synthesize it. The reactants are: [NH2:1][C:2]1[CH:3]=[C:4]([C:9]([F:12])([F:11])[F:10])[CH:5]=[C:6](Br)[CH:7]=1.C([Sn](CCCC)(CCCC)[C:18]1[CH:19]=[N:20][CH:21]=[CH:22][CH:23]=1)CCC.[OH-].[Na+]. (5) Given the product [C:26]([O:25][C:24](=[O:30])[NH:23][C@:3]([CH3:4])([C@@H:5]1[CH2:14][CH2:13][C:12]2[C:7](=[CH:8][CH:9]=[C:10]([CH2:15][CH2:16][CH2:17][CH2:18][CH2:19][CH2:20][CH2:21][CH3:22])[CH:11]=2)[CH2:6]1)[CH2:2][O:1][P:44]1[O:54][CH2:53][C:48]2[CH:49]=[CH:50][CH:51]=[CH:52][C:47]=2[CH2:46][O:45]1)([CH3:29])([CH3:28])[CH3:27], predict the reactants needed to synthesize it. The reactants are: [OH:1][CH2:2][C@:3]([NH:23][C:24](=[O:30])[O:25][C:26]([CH3:29])([CH3:28])[CH3:27])([C@@H:5]1[CH2:14][CH2:13][C:12]2[C:7](=[CH:8][CH:9]=[C:10]([CH2:15][CH2:16][CH2:17][CH2:18][CH2:19][CH2:20][CH2:21][CH3:22])[CH:11]=2)[CH2:6]1)[CH3:4].N1C=NN=N1.O1CCCC1.C(N(CC)[P:44]1[O:54][CH2:53][C:48]2=[CH:49][CH:50]=[CH:51][CH:52]=[C:47]2[CH2:46][O:45]1)C.OO. (6) The reactants are: [Cl:1][C:2]1[C:3]([NH:21][C:22]2[CH:27]=[CH:26][CH:25]=[CH:24][C:23]=2[NH:28][S:29]([CH3:32])(=[O:31])=[O:30])=[N:4][C:5]([NH:8][C:9]2[CH:14]=[C:13]([O:15][CH3:16])[C:12]([O:17][CH3:18])=[C:11]([O:19][CH3:20])[CH:10]=2)=[N:6][CH:7]=1.[C:33]([NH:40][CH2:41][CH2:42]Br)([O:35][C:36]([CH3:39])([CH3:38])[CH3:37])=[O:34].C(=O)([O-])[O-].[Cs+].[Cs+].[I-].[Na+]. Given the product [Cl:1][C:2]1[C:3]([NH:21][C:22]2[CH:27]=[CH:26][CH:25]=[CH:24][C:23]=2[N:28]([CH2:42][CH2:41][NH:40][C:33](=[O:34])[O:35][C:36]([CH3:39])([CH3:38])[CH3:37])[S:29]([CH3:32])(=[O:31])=[O:30])=[N:4][C:5]([NH:8][C:9]2[CH:14]=[C:13]([O:15][CH3:16])[C:12]([O:17][CH3:18])=[C:11]([O:19][CH3:20])[CH:10]=2)=[N:6][CH:7]=1, predict the reactants needed to synthesize it. (7) The reactants are: [CH:1](=O)[C:2]1[C:3](=[CH:5][CH:6]=[CH:7][CH:8]=1)[OH:4].[CH:10]1[C:15]([C:16]([NH:18][NH2:19])=[O:17])=[CH:14][CH:13]=[N:12][CH:11]=1. Given the product [OH:4][C:3]1[CH:5]=[CH:6][CH:7]=[CH:8][C:2]=1[CH:1]=[N:19][NH:18][C:16](=[O:17])[C:15]1[CH:14]=[CH:13][N:12]=[CH:11][CH:10]=1, predict the reactants needed to synthesize it.